This data is from Retrosynthesis with 50K atom-mapped reactions and 10 reaction types from USPTO. The task is: Predict the reactants needed to synthesize the given product. Given the product Nc1ccc(N2CCCCC2)cc1C(=O)Nc1cnc(-c2cccc(C(F)(F)F)c2)cn1, predict the reactants needed to synthesize it. The reactants are: O=C(Nc1cnc(-c2cccc(C(F)(F)F)c2)cn1)c1cc(N2CCCCC2)ccc1[N+](=O)[O-].